Dataset: Full USPTO retrosynthesis dataset with 1.9M reactions from patents (1976-2016). Task: Predict the reactants needed to synthesize the given product. (1) Given the product [N:8]1([CH2:13][C:14]2([C:45]3[CH:50]=[CH:49][C:48]([F:51])=[CH:47][C:46]=3[F:52])[O:18][CH2:17][CH:16]([S:19][CH2:20][C:21]3[CH:26]=[CH:25][C:24]([N:27]4[CH2:28][CH2:29][N:30]([C:33]5[CH:34]=[CH:35][C:36]([N:39]6[C:43](=[O:44])[N:42]([CH:3]([CH:2]=[CH2:5])[CH3:4])[N:41]=[CH:40]6)=[CH:37][CH:38]=5)[CH2:31][CH2:32]4)=[CH:23][CH:22]=3)[CH2:15]2)[CH:12]=[N:11][CH:10]=[N:9]1, predict the reactants needed to synthesize it. The reactants are: Br[CH:2]([CH3:5])[CH:3]=[CH2:4].[OH-].[K+].[N:8]1([CH2:13][C:14]2([C:45]3[CH:50]=[CH:49][C:48]([F:51])=[CH:47][C:46]=3[F:52])[O:18][CH2:17][CH:16]([S:19][CH2:20][C:21]3[CH:26]=[CH:25][C:24]([N:27]4[CH2:32][CH2:31][N:30]([C:33]5[CH:38]=[CH:37][C:36]([N:39]6[C:43](=[O:44])[NH:42][N:41]=[CH:40]6)=[CH:35][CH:34]=5)[CH2:29][CH2:28]4)=[CH:23][CH:22]=3)[CH2:15]2)[CH:12]=[N:11][CH:10]=[N:9]1. (2) Given the product [I:25][C:9]1[CH:8]=[C:7]2[C:12]3=[C:11]([O:1][CH2:2][CH2:3][N:4]3[CH2:5][CH:6]2[CH2:13][N:14]2[C:22](=[O:23])[C:21]3[C:16](=[CH:17][CH:18]=[CH:19][CH:20]=3)[C:15]2=[O:24])[CH:10]=1, predict the reactants needed to synthesize it. The reactants are: [O:1]1[C:11]2=[C:12]3[C:7](=[CH:8][CH:9]=[CH:10]2)[CH:6]([CH2:13][N:14]2[C:22](=[O:23])[C:21]4[C:16](=[CH:17][CH:18]=[CH:19][CH:20]=4)[C:15]2=[O:24])[CH2:5][N:4]3[CH2:3][CH2:2]1.[I:25]I. (3) Given the product [Br:1][C:2]1[CH:3]=[CH:4][C:5]([CH2:8][O:9][C:10]2[CH:15]=[CH:14][N:13]([CH2:16][CH2:17][C:18]3[CH:28]=[CH:27][C:21]4[CH2:22][CH2:23][N:24]([CH3:32])[CH2:25][CH2:26][C:20]=4[CH:19]=3)[C:12](=[O:29])[CH:11]=2)=[N:6][CH:7]=1, predict the reactants needed to synthesize it. The reactants are: [Br:1][C:2]1[CH:3]=[CH:4][C:5]([CH2:8][O:9][C:10]2[CH:15]=[CH:14][N:13]([CH2:16][CH2:17][C:18]3[CH:28]=[CH:27][C:21]4[CH2:22][CH2:23][NH:24][CH2:25][CH2:26][C:20]=4[CH:19]=3)[C:12](=[O:29])[CH:11]=2)=[N:6][CH:7]=1.C=O.[C:32](O[BH-](OC(=O)C)OC(=O)C)(=O)C.[Na+]. (4) Given the product [C:5]([C:7]1([C:8]([O:10][CH3:11])=[O:9])[CH2:3][CH2:2]1)#[N:6], predict the reactants needed to synthesize it. The reactants are: Br[CH2:2][CH2:3]Br.[C:5]([CH2:7][C:8]([O-:10])=[O:9])#[N:6].[C:11](=O)([O-])[O-].[K+].[K+]. (5) The reactants are: Br[C:2]1[CH:7]=[CH:6][C:5]([S:8]([CH3:11])(=[O:10])=[O:9])=[C:4]([C:12]([F:15])([F:14])[F:13])[CH:3]=1.[B:16]1([B:16]2[O:20][C:19]([CH3:22])([CH3:21])[C:18]([CH3:24])([CH3:23])[O:17]2)[O:20][C:19]([CH3:22])([CH3:21])[C:18]([CH3:24])([CH3:23])[O:17]1.C([O-])(=O)C.[K+]. Given the product [CH3:23][C:18]1([CH3:24])[C:19]([CH3:22])([CH3:21])[O:20][B:16]([C:2]2[CH:7]=[CH:6][C:5]([S:8]([CH3:11])(=[O:10])=[O:9])=[C:4]([C:12]([F:15])([F:14])[F:13])[CH:3]=2)[O:17]1, predict the reactants needed to synthesize it. (6) Given the product [CH3:1][C@@H:2]([C@@H:10]1[C@@:14]2([CH3:30])[CH2:15][CH2:16][CH2:17]/[C:18](=[CH:19]\[CH:20]=[C:21]3\[CH2:22][C@@H:23]([OH:29])[CH2:24][CH2:25][C:26]\3=[CH2:27])/[C@@H:13]2[CH2:12][CH2:11]1)[CH2:3][CH2:4][CH2:5][CH:6]([CH3:7])[CH3:8], predict the reactants needed to synthesize it. The reactants are: [CH3:1][C@@H:2]([C@@H:10]1[C@@:14]2([CH3:30])[CH2:15][CH2:16][CH2:17]/[C:18](=[CH:19]\[CH:20]=[C:21]3\[CH2:22][C@@H:23]([OH:29])[CH2:24][C@H:25](O)[C:26]\3=[CH2:27])/[C@@H:13]2[CH2:12][CH2:11]1)[CH2:3][CH2:4][CH2:5][C:6](O)([CH3:8])[CH3:7]. (7) Given the product [CH3:1][C:2]1[CH:10]=[CH:9][C:8]2[N:7]([CH2:11][CH:12]([C:14]3[CH:19]=[CH:18][N:17]=[CH:16][CH:15]=3)[O:13][C:27](=[O:33])[CH2:28][CH2:29][C:30]([OH:32])=[O:31])[C:6]3[CH2:20][CH2:21][N:22]4[CH:26]([C:5]=3[C:4]=2[CH:3]=1)[CH2:25][CH2:24][CH2:23]4, predict the reactants needed to synthesize it. The reactants are: [CH3:1][C:2]1[CH:10]=[CH:9][C:8]2[N:7]([CH2:11][CH:12]([C:14]3[CH:19]=[CH:18][N:17]=[CH:16][CH:15]=3)[OH:13])[C:6]3[CH2:20][CH2:21][N:22]4[CH:26]([C:5]=3[C:4]=2[CH:3]=1)[CH2:25][CH2:24][CH2:23]4.[C:27](O)(=[O:33])[CH2:28][CH2:29][C:30]([OH:32])=[O:31].CN(C1C=CC=CN=1)C.C1(N=C=NC2CCCCC2)CCCCC1. (8) Given the product [C:22]([C:19]1[CH:20]=[C:21]2[C:16](=[CH:17][CH:18]=1)[N:15]=[C:14]([C:24]1[CH:29]=[CH:28][CH:27]=[CH:26][CH:25]=1)[CH:13]=[C:12]2[C:10]([OH:11])=[O:9])#[N:23], predict the reactants needed to synthesize it. The reactants are: [OH-].[Na+].O1CCCC1.C[O:9][C:10]([C:12]1[C:21]2[C:16](=[CH:17][CH:18]=[C:19]([C:22]#[N:23])[CH:20]=2)[N:15]=[C:14]([C:24]2[CH:29]=[CH:28][CH:27]=[CH:26][CH:25]=2)[CH:13]=1)=[O:11].Cl.